Task: Predict the product of the given reaction.. Dataset: Forward reaction prediction with 1.9M reactions from USPTO patents (1976-2016) Given the reactants NC1N=C(C2SC3C=CC(OC4C=C(O)C=CC=4)=CC=3C=2C)C=CN=1.C[O:27][C:28]1[CH:29]=[C:30]([NH:34][C:35]2[CH:51]=[CH:50][C:38]3[S:39][C:40]([C:43]4[CH:48]=[CH:47][N:46]=[C:45]([NH2:49])[N:44]=4)=[C:41]([CH3:42])[C:37]=3[CH:36]=2)[CH:31]=[N:32][CH:33]=1.COC1C=C(C=CC=1)OC1C=CC2SC(C3C=CN=C(N)N=3)=C(C)C=2C=1, predict the reaction product. The product is: [NH2:49][C:45]1[N:44]=[C:43]([C:40]2[S:39][C:38]3[CH:50]=[CH:51][C:35]([NH:34][C:30]4[CH:29]=[C:28]([OH:27])[CH:33]=[N:32][CH:31]=4)=[CH:36][C:37]=3[C:41]=2[CH3:42])[CH:48]=[CH:47][N:46]=1.